From a dataset of Catalyst prediction with 721,799 reactions and 888 catalyst types from USPTO. Predict which catalyst facilitates the given reaction. The catalyst class is: 7. Product: [S:23]1[CH:24]=[CH:25][C:21]([C:19]([NH:18][C:13]2[C:12]3[C:16](=[CH:17][C:9]([C:6]4[CH:5]=[CH:4][C:3]([NH:2][C:45]([NH:44][C:35]5[CH:36]=[C:37]([C:40]([F:41])([F:43])[F:42])[CH:38]=[CH:39][C:34]=5[F:33])=[O:46])=[CH:8][CH:7]=4)=[CH:10][CH:11]=3)[NH:15][N:14]=2)=[O:20])=[CH:22]1. Reactant: Cl.[NH2:2][C:3]1[CH:8]=[CH:7][C:6]([C:9]2[CH:17]=[C:16]3[C:12]([C:13]([NH:18][C:19]([C:21]4[CH:25]=[CH:24][S:23][CH:22]=4)=[O:20])=[N:14][NH:15]3)=[CH:11][CH:10]=2)=[CH:5][CH:4]=1.C(N(CC)CC)C.[F:33][C:34]1[CH:39]=[CH:38][C:37]([C:40]([F:43])([F:42])[F:41])=[CH:36][C:35]=1[N:44]=[C:45]=[O:46].